Dataset: Full USPTO retrosynthesis dataset with 1.9M reactions from patents (1976-2016). Task: Predict the reactants needed to synthesize the given product. (1) Given the product [C:23]([O:22][C:20]([N:17]1[CH2:18][CH2:19][CH:14]([OH:13])[CH2:15][CH2:16]1)=[O:21])([CH3:26])([CH3:24])[CH3:25], predict the reactants needed to synthesize it. The reactants are: C(OC1C=CC([O:13][CH:14]2[CH2:19][CH2:18][N:17]([C:20]([O:22][C:23]([CH3:26])([CH3:25])[CH3:24])=[O:21])[CH2:16][CH2:15]2)=CC=1)C1C=CC=CC=1. (2) Given the product [CH:16]1([CH2:15][O:14][C:5]2[C:4]([CH:1]3[CH2:3][CH2:2]3)=[CH:12][C:8]([C:9]([NH:57][S:54](=[O:56])(=[O:55])[NH:53][CH3:52])=[O:10])=[C:7]([F:13])[CH:6]=2)[CH2:21][CH2:20][CH2:19][CH2:18][CH2:17]1, predict the reactants needed to synthesize it. The reactants are: [CH:1]1([C:4]2[C:5]([O:14][CH2:15][C:16]3(C(F)(F)F)[CH2:21][CH2:20][CH2:19][CH2:18][CH2:17]3)=[CH:6][C:7]([F:13])=[C:8]([CH:12]=2)[C:9](O)=[O:10])[CH2:3][CH2:2]1.C1(COC2C(C3CC3)=CC(C(O)=O)=C(F)C=2)CCCCC1.CS(N)(=O)=O.[CH3:52][NH:53][S:54]([NH2:57])(=[O:56])=[O:55]. (3) Given the product [C:1]([O:5][C:6](=[O:22])[NH:7][C:8]1[CH:13]=[CH:12][C:11]([C:14]2[CH:19]=[CH:18][CH:17]=[CH:16][C:15]=2[F:20])=[CH:10][C:9]=1[NH:21][C:36](=[O:37])[CH2:35][C:34]([C:32]1[CH:31]=[CH:30][N:29]=[C:28]([N:23]2[CH:27]=[CH:26][N:25]=[CH:24]2)[CH:33]=1)=[O:39])([CH3:4])([CH3:2])[CH3:3], predict the reactants needed to synthesize it. The reactants are: [C:1]([O:5][C:6](=[O:22])[NH:7][C:8]1[CH:13]=[CH:12][C:11]([C:14]2[CH:19]=[CH:18][CH:17]=[CH:16][C:15]=2[F:20])=[CH:10][C:9]=1[NH2:21])([CH3:4])([CH3:3])[CH3:2].[N:23]1([C:28]2[CH:33]=[C:32]([C:34]3[O:39]C(C)(C)[O:37][C:36](=O)[CH:35]=3)[CH:31]=[CH:30][N:29]=2)[CH:27]=[CH:26][N:25]=[CH:24]1. (4) Given the product [CH2:23]([O:10][C:11]1[CH:19]=[C:18]([N+:20]([O-:22])=[O:21])[CH:17]=[CH:16][C:12]=1[C:13]([O:15][CH2:8][CH3:9])=[O:14])[CH3:24], predict the reactants needed to synthesize it. The reactants are: C(=O)([O-])[O-].[K+].[K+].I[CH2:8][CH3:9].[OH:10][C:11]1[CH:19]=[C:18]([N+:20]([O-:22])=[O:21])[CH:17]=[CH:16][C:12]=1[C:13]([OH:15])=[O:14].[C:23](OCC)(=O)[CH3:24]. (5) Given the product [N:4]1[C:3]([CH2:2][O:12][C:13]2[CH:14]=[CH:15][C:16]([CH2:17][O:18]/[N:19]=[C:20](/[C:27]3[CH:28]=[CH:29][CH:30]=[CH:31][CH:32]=3)\[CH2:21][CH2:22][C:23]([O:25][CH3:26])=[O:24])=[CH:33][CH:34]=2)=[CH:11][N:6]2[CH:7]=[CH:8][CH:9]=[CH:10][C:5]=12, predict the reactants needed to synthesize it. The reactants are: Cl[CH2:2][C:3]1[N:4]=[C:5]2[CH:10]=[CH:9][CH:8]=[CH:7][N:6]2[CH:11]=1.[OH:12][C:13]1[CH:34]=[CH:33][C:16]([CH2:17][O:18]/[N:19]=[C:20](/[C:27]2[CH:32]=[CH:31][CH:30]=[CH:29][CH:28]=2)\[CH2:21][CH2:22][C:23]([O:25][CH3:26])=[O:24])=[CH:15][CH:14]=1.C(=O)([O-])[O-].[K+].[K+].CN(C)C=O.